This data is from Catalyst prediction with 721,799 reactions and 888 catalyst types from USPTO. The task is: Predict which catalyst facilitates the given reaction. (1) Reactant: [F:1][C:2]1[CH:10]=[C:9]2[C:5]([C:6]([C:11]3[CH:12]=[CH:13][C:14]([NH2:17])=[N:15][CH:16]=3)=[CH:7][NH:8]2)=[CH:4][CH:3]=1.[CH3:18][S:19](Cl)(=[O:21])=[O:20]. Product: [F:1][C:2]1[CH:10]=[C:9]2[C:5]([C:6]([C:11]3[CH:12]=[CH:13][C:14]([NH:17][S:19]([CH3:18])(=[O:21])=[O:20])=[N:15][CH:16]=3)=[CH:7][NH:8]2)=[CH:4][CH:3]=1. The catalyst class is: 17. (2) Product: [Cl:12][C:13]1[CH:18]=[C:17]([Cl:19])[CH:16]=[CH:15][C:14]=1[S:20]([NH:1][C:2]1[CH:3]=[CH:4][CH:5]=[C:6]2[C:11]=1[N:10]=[CH:9][CH:8]=[CH:7]2)(=[O:22])=[O:21]. The catalyst class is: 142. Reactant: [NH2:1][C:2]1[CH:3]=[CH:4][CH:5]=[C:6]2[C:11]=1[N:10]=[CH:9][CH:8]=[CH:7]2.[Cl:12][C:13]1[CH:18]=[C:17]([Cl:19])[CH:16]=[CH:15][C:14]=1[S:20](Cl)(=[O:22])=[O:21]. (3) Reactant: [CH2:1]([O:8][C:9]1[C:10]([C:30]([O:32][C:33]([CH3:36])([CH3:35])[CH3:34])=[O:31])=[N:11][C:12]([CH2:16][CH:17]2[CH2:22][CH2:21][N:20]([C:23]([O:25][C:26]([CH3:29])([CH3:28])[CH3:27])=[O:24])[CH2:19][CH2:18]2)=[N:13][C:14]=1[OH:15])[C:2]1[CH:7]=[CH:6][CH:5]=[CH:4][CH:3]=1.[F:37][C:38]([F:51])([F:50])[S:39](O[S:39]([C:38]([F:51])([F:50])[F:37])(=[O:41])=[O:40])(=[O:41])=[O:40].C(N(CC)CC)C. Product: [CH2:1]([O:8][C:9]1[C:10]([C:30]([O:32][C:33]([CH3:36])([CH3:35])[CH3:34])=[O:31])=[N:11][C:12]([CH2:16][CH:17]2[CH2:22][CH2:21][N:20]([C:23]([O:25][C:26]([CH3:27])([CH3:28])[CH3:29])=[O:24])[CH2:19][CH2:18]2)=[N:13][C:14]=1[O:15][S:39]([C:38]([F:51])([F:50])[F:37])(=[O:41])=[O:40])[C:2]1[CH:3]=[CH:4][CH:5]=[CH:6][CH:7]=1. The catalyst class is: 4.